This data is from Reaction yield outcomes from USPTO patents with 853,638 reactions. The task is: Predict the reaction yield, written as a fraction of the theoretical maximum amount of product (1.0 means a 100% yield; for example, 0.34 means a 34% yield). (1) The reactants are Cl[C:2]1[CH:9]=[CH:8][C:5]([C:6]#[N:7])=[C:4]([NH:10][CH2:11][C:12]2[CH:17]=[CH:16][CH:15]=[C:14]([F:18])[CH:13]=2)[N:3]=1.[Cl:19][C:20]1[C:21](B(O)O)=[CH:22][C:23]([F:26])=[N:24][CH:25]=1.C(=O)([O-])[O-].[Na+].[Na+]. The catalyst is COCCOC.C1C=CC(P(C2C=CC=CC=2)[C-]2C=CC=C2)=CC=1.C1C=CC(P(C2C=CC=CC=2)[C-]2C=CC=C2)=CC=1.Cl[Pd]Cl.[Fe+2].C(Cl)Cl. The product is [Cl:19][C:20]1[C:21]([C:2]2[CH:9]=[CH:8][C:5]([C:6]#[N:7])=[C:4]([NH:10][CH2:11][C:12]3[CH:17]=[CH:16][CH:15]=[C:14]([F:18])[CH:13]=3)[N:3]=2)=[CH:22][C:23]([F:26])=[N:24][CH:25]=1. The yield is 0.330. (2) The reactants are [CH3:1][C:2]1[CH:7]=[C:6]([N+:8]([O-])=O)[CH:5]=[C:4]([CH2:11][N:12]2[CH2:16][CH2:15][CH2:14][CH2:13]2)[C:3]=1[N:17]1[CH2:22][CH2:21][O:20][CH2:19][CH2:18]1.C([O-])=O.[NH4+]. The catalyst is CCO.[Pd]. The product is [CH3:1][C:2]1[CH:7]=[C:6]([CH:5]=[C:4]([CH2:11][N:12]2[CH2:16][CH2:15][CH2:14][CH2:13]2)[C:3]=1[N:17]1[CH2:18][CH2:19][O:20][CH2:21][CH2:22]1)[NH2:8]. The yield is 0.990. (3) The reactants are [CH2:1]([O:3][CH2:4][N:5]1[CH:9]=[CH:8][N:7]=[C:6]1[Sn](CCCC)(CCCC)CCCC)[CH3:2].Br[C:24]1[S:25][CH:26]=[CH:27][N:28]=1.C([O-])(O)=O.[Na+]. The catalyst is C1(C)C=CC=CC=1.C1C=CC([P]([Pd]([P](C2C=CC=CC=2)(C2C=CC=CC=2)C2C=CC=CC=2)([P](C2C=CC=CC=2)(C2C=CC=CC=2)C2C=CC=CC=2)[P](C2C=CC=CC=2)(C2C=CC=CC=2)C2C=CC=CC=2)(C2C=CC=CC=2)C2C=CC=CC=2)=CC=1. The product is [CH2:1]([O:3][CH2:4][N:5]1[CH:9]=[CH:8][N:7]=[C:6]1[C:24]1[S:25][CH:26]=[CH:27][N:28]=1)[CH3:2]. The yield is 0.260. (4) The reactants are [CH:1]1([CH2:7][CH:8]([NH:12][C:13]([C:15]2[CH:45]=[CH:44][C:18]3[N:19]([CH:38]4[CH2:43][CH2:42][CH2:41][CH2:40][CH2:39]4)[C:20]([C:22]4[CH:23]=[C:24]5[C:29](=[CH:30][CH:31]=4)[N:28]=[C:27]([C:32]4[CH:37]=[CH:36][CH:35]=[CH:34][CH:33]=4)[CH:26]=[N:25]5)=[N:21][C:17]=3[CH:16]=2)=[O:14])[C:9]([OH:11])=[O:10])[CH2:6][CH2:5][CH2:4][CH2:3][CH2:2]1.N(C(OCC1C2C(=CC=CC=2)C2C1=CC=CC=2)=O)[C@H](C(O)=O)CC1C=CC([OH:55])=CC=1. No catalyst specified. The product is [CH:38]1([N:19]2[C:18]3[CH:44]=[CH:45][C:15]([C:13]([NH:12][CH:8]([CH2:7][C:1]4[CH:6]=[CH:5][C:4]([OH:55])=[CH:3][CH:2]=4)[C:9]([OH:11])=[O:10])=[O:14])=[CH:16][C:17]=3[N:21]=[C:20]2[C:22]2[CH:23]=[C:24]3[C:29](=[CH:30][CH:31]=2)[N:28]=[C:27]([C:32]2[CH:37]=[CH:36][CH:35]=[CH:34][CH:33]=2)[CH:26]=[N:25]3)[CH2:39][CH2:40][CH2:41][CH2:42][CH2:43]1. The yield is 0.360. (5) The product is [CH3:12][C@H:13]1[CH2:17][CH2:16][CH2:15][N:14]1[C:19]1[CH:24]=[CH:23][C:22]([N+:25]([O-:27])=[O:26])=[C:21]([C:28]([F:29])([F:31])[F:30])[CH:20]=1. The yield is 1.00. The catalyst is C(#N)C. The reactants are S(C1C=CC(C)=CC=1)(O)(=O)=O.[CH3:12][C@H:13]1[CH2:17][CH2:16][CH2:15][NH:14]1.F[C:19]1[CH:24]=[CH:23][C:22]([N+:25]([O-:27])=[O:26])=[C:21]([C:28]([F:31])([F:30])[F:29])[CH:20]=1.C(N(CC)CC)C.